From a dataset of Full USPTO retrosynthesis dataset with 1.9M reactions from patents (1976-2016). Predict the reactants needed to synthesize the given product. (1) Given the product [CH3:2][N:3]([CH3:14])[CH2:4][C:7]1[C:8]2[CH:9]=[N:10][CH:11]=[CH:12][C:13]=2[NH:5][CH:6]=1, predict the reactants needed to synthesize it. The reactants are: Cl.[CH3:2][NH:3][CH3:4].[NH:5]1[C:13]2[C:8](=[CH:9][N:10]=[CH:11][CH:12]=2)[CH:7]=[CH:6]1.[CH2:14](O)CCC. (2) Given the product [C:24]1([C:22]([C:9]2[CH:10]=[N:11][C:12]3[C:17]([C:8]=2[C:4]2[CH:5]=[CH:6][CH:7]=[C:2]([O:1][CH2:31][C:32]4[CH:41]=[CH:40][C:39]5[C:34](=[CH:35][CH:36]=[CH:37][CH:38]=5)[N:33]=4)[CH:3]=2)=[CH:16][CH:15]=[CH:14][C:13]=3[C:18]([F:21])([F:19])[F:20])=[O:23])[CH:25]=[CH:26][CH:27]=[CH:28][CH:29]=1, predict the reactants needed to synthesize it. The reactants are: [OH:1][C:2]1[CH:3]=[C:4]([C:8]2[C:17]3[C:12](=[C:13]([C:18]([F:21])([F:20])[F:19])[CH:14]=[CH:15][CH:16]=3)[N:11]=[CH:10][C:9]=2[C:22]([C:24]2[CH:29]=[CH:28][CH:27]=[CH:26][CH:25]=2)=[O:23])[CH:5]=[CH:6][CH:7]=1.Br[CH2:31][C:32]1[CH:41]=[CH:40][C:39]2[C:34](=[CH:35][CH:36]=[CH:37][CH:38]=2)[N:33]=1. (3) Given the product [F:19][C:16]1[CH:15]=[CH:14][C:13]([N:12]2[C:11](=[O:20])[CH:10]([CH2:21][CH2:22][CH:23]([C:25]3[CH:30]=[CH:29][C:28]([F:31])=[CH:27][CH:26]=3)[OH:24])[CH:9]2[C:6]2[CH:7]=[C:8]([NH:83][C:84]([CH2:76][CH2:77][CH2:78][CH2:79][CH2:80][NH:81][C:34](=[O:57])[CH:33]([OH:32])[CH:58]([OH:65])[CH:59]([OH:64])[CH:60]([OH:63])[CH2:61][OH:62])=[O:88])[CH:3]=[CH:4][CH:5]=2)=[CH:18][CH:17]=1, predict the reactants needed to synthesize it. The reactants are: NC[C:3]1[CH:8]=[CH:7][C:6]([CH:9]2[N:12]([C:13]3[CH:18]=[CH:17][C:16]([F:19])=[CH:15][CH:14]=3)[C:11](=[O:20])[CH:10]2[CH2:21][CH2:22][CH:23]([C:25]2[CH:30]=[CH:29][C:28]([F:31])=[CH:27][CH:26]=2)[OH:24])=[CH:5][CH:4]=1.[OH:32][CH:33]([CH:58]([OH:65])[CH:59]([OH:64])[CH:60]([OH:63])[CH2:61][OH:62])[C:34](=[O:57])COCCOCCNC(COCCOCCOCC(O)=O)=O.C(N=C=NC(C)C)(C)C.O[C:76]1[C:84]2[N:83]=N[NH:81][C:80]=2[CH:79]=[CH:78][CH:77]=1.CN(C)C=[O:88].